Dataset: Reaction yield outcomes from USPTO patents with 853,638 reactions. Task: Predict the reaction yield, written as a fraction of the theoretical maximum amount of product (1.0 means a 100% yield; for example, 0.34 means a 34% yield). (1) The reactants are [C:1]([Si:5]([CH3:14])([CH3:13])[O:6][CH2:7][CH2:8][CH2:9][CH2:10][CH2:11][OH:12])([CH3:4])([CH3:3])[CH3:2].[Br-].[K+].Cl[O-].[Na+].C(=O)([O-])[O-].[K+].[K+]. The catalyst is ClCCl.CC1(C)N([O])C(C)(C)CCC1.O. The product is [C:1]([Si:5]([CH3:14])([CH3:13])[O:6][CH2:7][CH2:8][CH2:9][CH2:10][CH:11]=[O:12])([CH3:4])([CH3:3])[CH3:2]. The yield is 0.910. (2) The reactants are Br[C:2]1[CH:3]=[N:4][CH:5]=[C:6]([CH:30]=1)[C:7]([NH:9][C:10]1[CH:15]=[CH:14][C:13]([CH3:16])=[C:12]([NH:17][C:18]2[CH:19]=[C:20]3[C:25](=[CH:26][CH:27]=2)[N:24]=[CH:23][N:22]([CH3:28])[C:21]3=[O:29])[CH:11]=1)=[O:8].CC#N.C(N(CC)CC)C.[CH3:41][N:42]([CH3:46])[CH2:43][C:44]#[CH:45]. The catalyst is CCOC(C)=O.C1C=CC([P]([Pd]([P](C2C=CC=CC=2)(C2C=CC=CC=2)C2C=CC=CC=2)([P](C2C=CC=CC=2)(C2C=CC=CC=2)C2C=CC=CC=2)[P](C2C=CC=CC=2)(C2C=CC=CC=2)C2C=CC=CC=2)(C2C=CC=CC=2)C2C=CC=CC=2)=CC=1.[Cu]I. The product is [CH3:41][N:42]([CH3:46])[CH2:43][C:44]#[C:45][C:2]1[CH:3]=[N:4][CH:5]=[C:6]([CH:30]=1)[C:7]([NH:9][C:10]1[CH:15]=[CH:14][C:13]([CH3:16])=[C:12]([NH:17][C:18]2[CH:19]=[C:20]3[C:25](=[CH:26][CH:27]=2)[N:24]=[CH:23][N:22]([CH3:28])[C:21]3=[O:29])[CH:11]=1)=[O:8]. The yield is 0.690.